This data is from Full USPTO retrosynthesis dataset with 1.9M reactions from patents (1976-2016). The task is: Predict the reactants needed to synthesize the given product. (1) The reactants are: [Cl:1][C:2]1[CH:7]=[C:6]([Cl:8])[CH:5]=[CH:4][C:3]=1[NH:9][C:10]1[N:14]([CH2:15][CH2:16][CH2:17]O)[C:13]2[C:19]([N:24]([CH2:27][CH3:28])[CH2:25][CH3:26])=[CH:20][C:21]([F:23])=[CH:22][C:12]=2[N:11]=1.CS(Cl)(=O)=O. Given the product [Cl:1][C:2]1[CH:7]=[C:6]([Cl:8])[CH:5]=[CH:4][C:3]=1[N:9]1[C:10]2=[N:11][C:12]3[C:13](=[C:19]([N:24]([CH2:27][CH3:28])[CH2:25][CH3:26])[CH:20]=[C:21]([F:23])[CH:22]=3)[N:14]2[CH2:15][CH2:16][CH2:17]1, predict the reactants needed to synthesize it. (2) Given the product [ClH:1].[NH2:15][C:16]1[S:17][C:18]([CH2:28][CH3:29])=[C:19]([CH:21]([OH:27])[C:22]([O:24][CH2:25][CH3:26])=[O:23])[N:20]=1, predict the reactants needed to synthesize it. The reactants are: [ClH:1].C(OCC)(=O)C.C(OC([NH:15][C:16]1[S:17][C:18]([CH2:28][CH3:29])=[C:19]([CH:21]([OH:27])[C:22]([O:24][CH2:25][CH3:26])=[O:23])[N:20]=1)=O)(C)(C)C. (3) Given the product [O:20]=[C:18]1[O:10][C:9]([C@H:11]2[CH2:13][C@H:12]2[C:14]([OH:16])=[O:15])=[N:8][N:7]1[C:1]1[CH:2]=[CH:3][CH:4]=[CH:5][CH:6]=1, predict the reactants needed to synthesize it. The reactants are: [C:1]1([NH:7][NH:8][C:9]([C@H:11]2[CH2:13][C@H:12]2[C:14]([OH:16])=[O:15])=[O:10])[CH:6]=[CH:5][CH:4]=[CH:3][CH:2]=1.Cl[C:18](Cl)([O:20]C(=O)OC(Cl)(Cl)Cl)Cl. (4) Given the product [Br:1][C:2]1[CH:3]=[C:4]([NH:5][C:10]2[C:19]3[C:14](=[CH:15][C:16]([F:23])=[C:17]([N+:20]([O-:22])=[O:21])[CH:18]=3)[N:13]=[CH:12][N:11]=2)[CH:6]=[CH:7][CH:8]=1, predict the reactants needed to synthesize it. The reactants are: [Br:1][C:2]1[CH:3]=[C:4]([CH:6]=[CH:7][CH:8]=1)[NH2:5].Cl[C:10]1[C:19]2[C:14](=[CH:15][C:16]([F:23])=[C:17]([N+:20]([O-:22])=[O:21])[CH:18]=2)[N:13]=[CH:12][N:11]=1. (5) The reactants are: [Cl:1][C:2]1[CH:3]=[C:4]([NH:10][C:11]2[N:16]=[C:15](Cl)[CH:14]=[C:13]([C:18]3[CH:23]=[CH:22][CH:21]=[CH:20][CH:19]=3)[N:12]=2)[CH:5]=[CH:6][C:7]=1[O:8][CH3:9].[CH3:24][N:25]1[CH2:30][CH2:29][NH:28][CH2:27][CH2:26]1.[CH2:31](O)CCC. Given the product [Cl:1][C:2]1[CH:3]=[C:4]([NH:10][C:11]2[N:16]=[C:15]([N:28]3[CH2:29][CH2:30][N:25]([CH2:24][CH3:31])[CH2:26][CH2:27]3)[CH:14]=[C:13]([C:18]3[CH:23]=[CH:22][CH:21]=[CH:20][CH:19]=3)[N:12]=2)[CH:5]=[CH:6][C:7]=1[O:8][CH3:9], predict the reactants needed to synthesize it. (6) Given the product [Br:1][C:2]1[N:6]2[C:7]3[C:12]([N:13]=[C:14]([NH:20][CH2:16][CH:17]([CH3:19])[CH3:18])[C:5]2=[N:4][CH:3]=1)=[CH:11][CH:10]=[CH:9][CH:8]=3, predict the reactants needed to synthesize it. The reactants are: [Br:1][C:2]1[N:6]2[C:7]3[C:12]([N:13]=[C:14](Cl)[C:5]2=[N:4][CH:3]=1)=[CH:11][CH:10]=[CH:9][CH:8]=3.[CH2:16]([NH2:20])[CH:17]([CH3:19])[CH3:18].CCN(C(C)C)C(C)C.O. (7) Given the product [F:11][C:12]([F:23])([F:22])[C:13]1[CH:18]=[CH:17][C:16]([C:2]2[CH:7]=[CH:6][CH:5]=[C:4]([C:8](=[O:10])[CH3:9])[CH:3]=2)=[CH:15][CH:14]=1, predict the reactants needed to synthesize it. The reactants are: Br[C:2]1[CH:3]=[C:4]([C:8](=[O:10])[CH3:9])[CH:5]=[CH:6][CH:7]=1.[F:11][C:12]([F:23])([F:22])[C:13]1[CH:18]=[CH:17][C:16](B(O)O)=[CH:15][CH:14]=1.P([O-])([O-])([O-])=O.[K+].[K+].[K+].COCCOC. (8) Given the product [C@H:1]1([NH:10][C:11]2[CH:20]=[CH:19][C:18]3[C:13](=[CH:14][CH:15]=[C:16]([NH:21][C:31]([NH:30][C:26]4[CH:27]=[CH:28][CH:29]=[C:24]([O:23][CH3:22])[CH:25]=4)=[O:32])[CH:17]=3)[N:12]=2)[C:9]2[C:4](=[CH:5][CH:6]=[CH:7][CH:8]=2)[CH2:3][CH2:2]1, predict the reactants needed to synthesize it. The reactants are: [C@H:1]1([NH:10][C:11]2[CH:20]=[CH:19][C:18]3[C:13](=[CH:14][CH:15]=[C:16]([NH2:21])[CH:17]=3)[N:12]=2)[C:9]2[C:4](=[CH:5][CH:6]=[CH:7][CH:8]=2)[CH2:3][CH2:2]1.[CH3:22][O:23][C:24]1[CH:25]=[C:26]([N:30]=[C:31]=[O:32])[CH:27]=[CH:28][CH:29]=1.